Dataset: Forward reaction prediction with 1.9M reactions from USPTO patents (1976-2016). Task: Predict the product of the given reaction. (1) Given the reactants [CH3:1][C:2]1[CH:7]=[CH:6][C:5]([C:8]2[CH:13]=[C:12]([N:14]3[CH2:18][CH2:17][CH2:16][C:15]3=[O:19])[CH:11]=[C:10]([C:20](O)=[O:21])[CH:9]=2)=[CH:4][CH:3]=1.[CH3:23][C:24]1[N:29]=[CH:28][C:27]([C@H:30]([NH2:32])[CH3:31])=[CH:26][N:25]=1.F[P-](F)(F)(F)(F)F.C[N+](C)=C(N(C)C)ON1C2N=CC=CC=2N=N1.C(N(CC)C(C)C)(C)C, predict the reaction product. The product is: [CH3:23][C:24]1[N:29]=[CH:28][C:27]([C@H:30]([NH:32][C:20]([C:10]2[CH:9]=[C:8]([C:5]3[CH:6]=[CH:7][C:2]([CH3:1])=[CH:3][CH:4]=3)[CH:13]=[C:12]([N:14]3[CH2:18][CH2:17][CH2:16][C:15]3=[O:19])[CH:11]=2)=[O:21])[CH3:31])=[CH:26][N:25]=1. (2) Given the reactants C(O[C:4]([C:6]1([CH2:13][CH2:14]OC)[CH2:11][CH2:10][CH:9]([OH:12])[CH2:8][CH2:7]1)=[O:5])C.[F:17][C:18]([F:29])([F:28])[CH2:19][O:20][C:21]1[CH:27]=[CH:26][C:24]([NH2:25])=[CH:23][CH:22]=1, predict the reaction product. The product is: [OH:12][CH:9]1[CH2:8][CH2:7][C:6]2([C:4](=[O:5])[N:25]([C:24]3[CH:26]=[CH:27][C:21]([O:20][CH2:19][C:18]([F:17])([F:28])[F:29])=[CH:22][CH:23]=3)[CH2:14][CH2:13]2)[CH2:11][CH2:10]1. (3) Given the reactants [S:1](Cl)([CH3:4])(=[O:3])=[O:2].[Cl:6][C:7]1[C:16]2[C:11](=[CH:12][CH:13]=[CH:14][CH:15]=2)[C:10]([C@@H:17]2[CH2:22][O:21][C@@H:20]([CH2:23][CH2:24][CH2:25][OH:26])[O:19][CH2:18]2)=[CH:9][CH:8]=1.C(N(CC)CC)C.O, predict the reaction product. The product is: [CH3:4][S:1]([O:26][CH2:25][CH2:24][CH2:23][C@H:20]1[O:21][CH2:22][C@H:17]([C:10]2[C:11]3[C:16](=[CH:15][CH:14]=[CH:13][CH:12]=3)[C:7]([Cl:6])=[CH:8][CH:9]=2)[CH2:18][O:19]1)(=[O:3])=[O:2]. (4) Given the reactants [CH3:1][O:2][C:3]1[CH:8]=[CH:7][C:6]([C:9]2[C:17]3[C:12](=[CH:13][CH:14]=[CH:15][CH:16]=3)[NH:11][CH:10]=2)=[CH:5][CH:4]=1.C1C(=O)N([Br:25])C(=O)C1, predict the reaction product. The product is: [Br:25][C:10]1[NH:11][C:12]2[C:17]([C:9]=1[C:6]1[CH:5]=[CH:4][C:3]([O:2][CH3:1])=[CH:8][CH:7]=1)=[CH:16][CH:15]=[CH:14][CH:13]=2. (5) Given the reactants [C:1]([NH:4][C:5]1[S:6][C:7]([C:26](O)=[O:27])=[C:8]([CH2:10][CH2:11][C:12]2[CH:17]=[CH:16][C:15]([NH:18][C:19]([O:21][C:22]([CH3:25])([CH3:24])[CH3:23])=[O:20])=[CH:14][CH:13]=2)[N:9]=1)(=[O:3])[CH3:2].[NH2:29][C:30]1[CH:35]=[CH:34][CH:33]=[CH:32][CH:31]=1.F[P-](F)(F)(F)(F)F.N1(O[P+](N2CCCC2)(N2CCCC2)N2CCCC2)C2C=CC=CC=2N=N1.C(N(CC)C(C)C)(C)C.Cl, predict the reaction product. The product is: [C:1]([NH:4][C:5]1[S:6][C:7]([C:26]([NH:29][C:30]2[CH:35]=[CH:34][CH:33]=[CH:32][CH:31]=2)=[O:27])=[C:8]([CH2:10][CH2:11][C:12]2[CH:17]=[CH:16][C:15]([NH:18][C:19](=[O:20])[O:21][C:22]([CH3:25])([CH3:23])[CH3:24])=[CH:14][CH:13]=2)[N:9]=1)(=[O:3])[CH3:2]. (6) Given the reactants C(Cl)Cl.[C:4]([O:8][C:9]([N:11]([CH2:34][C:35]([O:37][C:38]([CH3:41])([CH3:40])[CH3:39])=[O:36])[C:12]1[CH:17]=[CH:16][CH:15]=[C:14]([CH2:18][NH:19][CH2:20][C:21]2[CH:26]=[CH:25][C:24]([C:27]([CH3:33])([CH3:32])[CH2:28][CH2:29][CH2:30][CH3:31])=[CH:23][CH:22]=2)[N:13]=1)=[O:10])([CH3:7])([CH3:6])[CH3:5].[C:42]1([S:48](Cl)(=[O:50])=[O:49])[CH:47]=[CH:46][CH:45]=[CH:44][CH:43]=1.C(N(CC)CC)C, predict the reaction product. The product is: [C:42]1([S:48]([CH:18]([NH:19][CH2:20][C:21]2[CH:26]=[CH:25][C:24]([C:27]([CH3:33])([CH3:32])[CH2:28][CH2:29][CH2:30][CH3:31])=[CH:23][CH:22]=2)[C:14]2[N:13]=[C:12]([N:11]([CH2:34][C:35]([O:37][C:38]([CH3:40])([CH3:39])[CH3:41])=[O:36])[C:9]([O:8][C:4]([CH3:7])([CH3:5])[CH3:6])=[O:10])[CH:17]=[CH:16][CH:15]=2)(=[O:50])=[O:49])[CH:47]=[CH:46][CH:45]=[CH:44][CH:43]=1. (7) Given the reactants [CH3:1][O:2][C:3]1[CH:4]=[C:5](B(O)O)[CH:6]=[CH:7][C:8]=1[O:9][CH3:10].Br[C:15]1[S:23][C:22]2[C:21]([NH:24][C:25]3[CH:26]=[C:27]4[C:31](=[CH:32][CH:33]=3)[NH:30][CH:29]=[CH:28]4)=[N:20][CH:19]=[N:18][C:17]=2[CH:16]=1, predict the reaction product. The product is: [CH3:1][O:2][C:3]1[CH:4]=[C:5]([C:15]2[S:23][C:22]3[C:21]([NH:24][C:25]4[CH:26]=[C:27]5[C:31](=[CH:32][CH:33]=4)[NH:30][CH:29]=[CH:28]5)=[N:20][CH:19]=[N:18][C:17]=3[CH:16]=2)[CH:6]=[CH:7][C:8]=1[O:9][CH3:10]. (8) Given the reactants [NH2:1][C:2]1[N:10]=[CH:9][N:8]=[C:7]2[C:3]=1[N:4]=[CH:5][N:6]2[C@H:11]1[C@@H:15]2[O:16][C:17]([CH3:20])([CH3:19])[O:18][C@@H:14]2[C@@H:13]([CH2:21][N:22]([CH:28]([CH3:30])[CH3:29])[CH2:23][CH2:24][CH2:25][CH2:26][NH2:27])[O:12]1.[C:31]([C:35]1[CH:40]=[CH:39][C:38]([N:41]=[C:42]=[O:43])=[CH:37][CH:36]=1)([CH3:34])([CH3:33])[CH3:32], predict the reaction product. The product is: [NH2:1][C:2]1[N:10]=[CH:9][N:8]=[C:7]2[C:3]=1[N:4]=[CH:5][N:6]2[C@H:11]1[C@@H:15]2[O:16][C:17]([CH3:19])([CH3:20])[O:18][C@@H:14]2[C@@H:13]([CH2:21][N:22]([CH:28]([CH3:30])[CH3:29])[CH2:23][CH2:24][CH2:25][CH2:26][NH:27][C:42]([NH:41][C:38]2[CH:39]=[CH:40][C:35]([C:31]([CH3:34])([CH3:33])[CH3:32])=[CH:36][CH:37]=2)=[O:43])[O:12]1. (9) Given the reactants F[C:2]1[CH:7]=[CH:6][C:5]([C:8]2N=C(C(N3CC[C:6]4[C:5](=[CH:4][CH:3]=[C:2](O)[C:7]=4O)[CH2:8]3)=O)C3C(=CC=CC=3)N=2)=[CH:4][CH:3]=1.[OH:32][C:33]1[C:42]([CH3:43])=[CH:41][CH:40]=[CH:39][C:34]=1[C:35]([O:37][CH3:38])=[O:36].B(Br)(Br)Br, predict the reaction product. The product is: [CH2:8]([O:32][C:33]1[C:42]([CH3:43])=[CH:41][CH:40]=[CH:39][C:34]=1[C:35]([O:37][CH3:38])=[O:36])[C:5]1[CH:6]=[CH:7][CH:2]=[CH:3][CH:4]=1.